Task: Predict the reactants needed to synthesize the given product.. Dataset: Full USPTO retrosynthesis dataset with 1.9M reactions from patents (1976-2016) (1) Given the product [C:15]([O:19][C:20]([N:8]1[CH2:11][CH2:10][C@H:9]1[C:12]([OH:14])=[O:13])=[O:21])([CH3:18])([CH3:17])[CH3:16], predict the reactants needed to synthesize it. The reactants are: CN1CCOCC1.[NH:8]1[CH2:11][CH2:10][C@H:9]1[C:12]([OH:14])=[O:13].[C:15]([O:19][C:20](O[C:20]([O:19][C:15]([CH3:18])([CH3:17])[CH3:16])=[O:21])=[O:21])([CH3:18])([CH3:17])[CH3:16].C(=O)(O)[O-].[Na+]. (2) Given the product [O:30]1[C:29]2[CH:34]=[CH:35][C:26](/[CH:24]=[CH:25]/[C:8]3[CH:20]=[CH:19][C:11]([C:12]([O:14][C:15]([CH3:18])([CH3:17])[CH3:16])=[O:13])=[C:10]([N+:21]([O-:23])=[O:22])[CH:9]=3)=[CH:27][C:28]=2[O:33][CH2:32][CH2:31]1, predict the reactants needed to synthesize it. The reactants are: CN(C)C(=O)C.Br[C:8]1[CH:20]=[CH:19][C:11]([C:12]([O:14][C:15]([CH3:18])([CH3:17])[CH3:16])=[O:13])=[C:10]([N+:21]([O-:23])=[O:22])[CH:9]=1.[CH:24]([C:26]1[CH:35]=[CH:34][C:29]2[O:30][CH2:31][CH2:32][O:33][C:28]=2[CH:27]=1)=[CH2:25].C1(CNCC2CCCCC2)CCCCC1. (3) Given the product [F:1][C:2]1[CH:3]=[C:4]([CH:22]=[CH:23][C:24]=1[F:25])[CH2:5][C@@H:6]1[CH2:11][C@H:10]([C:12]2[O:16][NH:15][C:14](=[O:17])[CH:13]=2)[CH2:9][CH2:8][NH:7]1, predict the reactants needed to synthesize it. The reactants are: [F:1][C:2]1[CH:3]=[C:4]([CH:22]=[CH:23][C:24]=1[F:25])[CH2:5][C@@H:6]1[CH2:11][C@H:10]([C:12]2[O:16][NH:15][C:14](=[O:17])[CH:13]=2)[CH2:9][CH2:8][N:7]1C(OC)=O.Br. (4) Given the product [F:13][C:4]1[CH:5]=[CH:6][CH:7]=[C:8]([C:9]([F:12])([F:11])[F:10])[C:3]=1[CH2:2][N:24]1[C:25]2=[N:31][N:30]([C:32]3[CH:37]=[CH:36][C:35]([N+:38]([O-:40])=[O:39])=[CH:34][CH:33]=3)[C:29]([CH3:41])=[C:26]2[C:27](=[O:28])[N:22]([C:19]2[N:20]=[N:21][C:16]([O:15][CH3:14])=[CH:17][CH:18]=2)[C:23]1=[O:42], predict the reactants needed to synthesize it. The reactants are: Br[CH2:2][C:3]1[C:8]([C:9]([F:12])([F:11])[F:10])=[CH:7][CH:6]=[CH:5][C:4]=1[F:13].[CH3:14][O:15][C:16]1[N:21]=[N:20][C:19]([N:22]2[C:27](=[O:28])[C:26]3=[C:29]([CH3:41])[N:30]([C:32]4[CH:37]=[CH:36][C:35]([N+:38]([O-:40])=[O:39])=[CH:34][CH:33]=4)[N:31]=[C:25]3[NH:24][C:23]2=[O:42])=[CH:18][CH:17]=1.C(=O)([O-])[O-].[K+].[K+].O. (5) Given the product [I:6][CH:1]=[CH:2][C@H:3]([CH3:4])[C@H:51]([O:56][Si:57]([C:60]([CH3:63])([CH3:62])[CH3:61])([CH3:59])[CH3:58])[C@@H:50]([CH3:64])[CH2:49][O:48][CH2:47][C:44]1[CH:45]=[CH:46][C:41]([O:40][CH3:39])=[CH:42][CH:43]=1, predict the reactants needed to synthesize it. The reactants are: [CH2:1]([Li])[CH2:2][CH2:3][CH3:4].[I-:6].C[P+](C1C=CC=CC=1)(C1C=CC=CC=1)C1C=CC=CC=1.II.C[Si](C)(C)[N-][Si](C)(C)C.[Na+].[CH3:39][O:40][C:41]1[CH:46]=[CH:45][C:44]([CH2:47][O:48][CH2:49][C@H:50]([CH3:64])[C@H:51]([O:56][Si:57]([C:60]([CH3:63])([CH3:62])[CH3:61])([CH3:59])[CH3:58])[C@@H](C)C=O)=[CH:43][CH:42]=1. (6) The reactants are: CO[C:3](=[O:24])[C:4]1[CH:9]=[CH:8][C:7]([O:10][CH2:11][C:12]2[C:13]([C:18]3[CH:23]=[CH:22][CH:21]=[CH:20][N:19]=3)=[N:14][O:15][C:16]=2[CH3:17])=[N:6][CH:5]=1.[NH:25]1[CH2:30][CH2:29][O:28][CH2:27][CH2:26]1. Given the product [CH3:17][C:16]1[O:15][N:14]=[C:13]([C:18]2[CH:23]=[CH:22][CH:21]=[CH:20][N:19]=2)[C:12]=1[CH2:11][O:10][C:7]1[N:6]=[CH:5][C:4]([C:3]([N:25]2[CH2:30][CH2:29][O:28][CH2:27][CH2:26]2)=[O:24])=[CH:9][CH:8]=1, predict the reactants needed to synthesize it. (7) Given the product [CH:13]1([N:16]2[CH2:21][CH2:20][N:19]([C:2]3[S:3][C:4]4[CH:10]=[C:9]([C:11]#[N:12])[CH:8]=[CH:7][C:5]=4[N:6]=3)[CH2:18][CH2:17]2)[CH2:15][CH2:14]1, predict the reactants needed to synthesize it. The reactants are: Cl[C:2]1[S:3][C:4]2[CH:10]=[C:9]([C:11]#[N:12])[CH:8]=[CH:7][C:5]=2[N:6]=1.[CH:13]1([N:16]2[CH2:21][CH2:20][NH:19][CH2:18][CH2:17]2)[CH2:15][CH2:14]1.[Cl-].[NH4+].